This data is from Reaction yield outcomes from USPTO patents with 853,638 reactions. The task is: Predict the reaction yield, written as a fraction of the theoretical maximum amount of product (1.0 means a 100% yield; for example, 0.34 means a 34% yield). (1) The reactants are [CH2:1]([N:8]([CH2:10][C:11]1[C:12]([C:43]([OH:45])=O)=[C:13]([N:28]([CH2:34][C:35]2[C:40]([F:41])=[CH:39][CH:38]=[CH:37][C:36]=2[F:42])[C:29]([O:31]CC)=O)[S:14][C:15]=1[C:16]1[CH:21]=[CH:20][C:19]([NH:22][C:23]([NH:25][O:26][CH3:27])=[O:24])=[CH:18][CH:17]=1)[CH3:9])[C:2]1[CH:7]=[CH:6][CH:5]=[CH:4][CH:3]=1.[F:46][C:47]1[CH:53]=[CH:52][C:50]([NH2:51])=[CH:49][CH:48]=1. No catalyst specified. The product is [CH2:1]([N:8]([CH2:10][C:11]1[C:12]2[C:43](=[O:45])[N:51]([C:50]3[CH:52]=[CH:53][C:47]([F:46])=[CH:48][CH:49]=3)[C:29](=[O:31])[N:28]([CH2:34][C:35]3[C:40]([F:41])=[CH:39][CH:38]=[CH:37][C:36]=3[F:42])[C:13]=2[S:14][C:15]=1[C:16]1[CH:21]=[CH:20][C:19]([NH:22][C:23]([NH:25][O:26][CH3:27])=[O:24])=[CH:18][CH:17]=1)[CH3:9])[C:2]1[CH:3]=[CH:4][CH:5]=[CH:6][CH:7]=1. The yield is 0.880. (2) The reactants are [CH3:1][O:2][CH2:3][CH2:4][O:5][CH2:6][O:7][C:8]1[C:13]([C:14]2[CH:19]=[CH:18][CH:17]=[CH:16][CH:15]=2)=[CH:12][C:11]([OH:20])=[CH:10][C:9]=1[C:21]1[CH:26]=[CH:25][CH:24]=[CH:23][CH:22]=1.C([O-])([O-])=O.[K+].[K+].Br[CH2:34][CH2:35][CH2:36][CH3:37]. The catalyst is CN(C=O)C.O.CCOC(C)=O. The product is [CH3:1][O:2][CH2:3][CH2:4][O:5][CH2:6][O:7][C:8]1[C:13]([C:14]2[CH:19]=[CH:18][CH:17]=[CH:16][CH:15]=2)=[CH:12][C:11]([O:20][CH2:34][CH2:35][CH2:36][CH3:37])=[CH:10][C:9]=1[C:21]1[CH:26]=[CH:25][CH:24]=[CH:23][CH:22]=1. The yield is 0.920. (3) The catalyst is CO. The reactants are [OH:1][CH2:2][C:3]([CH3:25])([CH3:24])[C:4]([N:6]1[CH2:11][CH2:10][C:9]2([CH2:20][C:19](=O)[C:18]3[C:13](=[CH:14][C:15]([O:22][CH3:23])=[CH:16][CH:17]=3)[O:12]2)[CH2:8][CH2:7]1)=[O:5].[CH3:26][O:27][NH2:28].Cl.C([O-])(=O)C.[Na+]. The product is [OH:1][CH2:2][C:3]([CH3:25])([CH3:24])[C:4]([N:6]1[CH2:7][CH2:8][C:9]2([CH2:20]/[C:19](=[N:28]\[O:27][CH3:26])/[C:18]3[C:13](=[CH:14][C:15]([O:22][CH3:23])=[CH:16][CH:17]=3)[O:12]2)[CH2:10][CH2:11]1)=[O:5]. The yield is 0.920. (4) The product is [Br:21][C:22]1[CH:29]=[CH:28][C:25]([CH:26]([C:2]2[C:11]3[C:6](=[CH:7][C:8]([O:14][CH3:15])=[C:9]([O:12][CH3:13])[CH:10]=3)[N:5]=[CH:4][CH:3]=2)[OH:27])=[C:24]([F:30])[CH:23]=1. The catalyst is C1COCC1. The yield is 0.520. The reactants are Br[C:2]1[C:11]2[C:6](=[CH:7][C:8]([O:14][CH3:15])=[C:9]([O:12][CH3:13])[CH:10]=2)[N:5]=[CH:4][CH:3]=1.C([Li])CCC.[Br:21][C:22]1[CH:29]=[CH:28][C:25]([CH:26]=[O:27])=[C:24]([F:30])[CH:23]=1.[Cl-].[NH4+]. (5) The reactants are [NH:1]1[C:9]2[C:4](=[CH:5][CH:6]=[CH:7][CH:8]=2)[C:3]([CH2:10][CH2:11][C:12]([OH:14])=[O:13])=[CH:2]1.[CH2:15](O)[CH3:16]. The catalyst is S(=O)(=O)(O)O. The product is [CH2:15]([O:13][C:12](=[O:14])[CH2:11][CH2:10][C:3]1[C:4]2[C:9](=[CH:8][CH:7]=[CH:6][CH:5]=2)[NH:1][CH:2]=1)[CH3:16]. The yield is 0.950. (6) The reactants are [F:1][C:2]1[CH:7]=[CH:6][C:5]([C:8]2[NH:9][C:10]3[C:15]([C:16]=2[C:17](=[O:20])[NH:18][CH3:19])=[CH:14][C:13]([C:21]2[CH:22]=[C:23]([CH:27]=[CH:28][CH:29]=2)[C:24]([OH:26])=O)=[CH:12][CH:11]=3)=[CH:4][CH:3]=1.CCN(C(C)C)C(C)C.[C:39]([NH2:48])([C:42]1[CH:47]=[CH:46][CH:45]=[CH:44][CH:43]=1)([CH3:41])[CH3:40].CN(C(ON1N=NC2C=CC=NC1=2)=[N+](C)C)C.F[P-](F)(F)(F)(F)F. The catalyst is ClCCCl.CN(C=O)C. The product is [F:1][C:2]1[CH:3]=[CH:4][C:5]([C:8]2[NH:9][C:10]3[C:15]([C:16]=2[C:17]([NH:18][CH3:19])=[O:20])=[CH:14][C:13]([C:21]2[CH:29]=[CH:28][CH:27]=[C:23]([C:24](=[O:26])[NH:48][C:39]([C:42]4[CH:47]=[CH:46][CH:45]=[CH:44][CH:43]=4)([CH3:41])[CH3:40])[CH:22]=2)=[CH:12][CH:11]=3)=[CH:6][CH:7]=1. The yield is 0.680.